Predict the reaction yield, written as a fraction of the theoretical maximum amount of product (1.0 means a 100% yield; for example, 0.34 means a 34% yield). From a dataset of Reaction yield outcomes from USPTO patents with 853,638 reactions. (1) The reactants are [CH2:1]([O:3][C:4](=[O:12])[C:5]1[CH:10]=[CH:9][C:8]([NH2:11])=[CH:7][CH:6]=1)[CH3:2].[Br:13][C:14]1[CH:15]=[C:16]([CH:19]=[CH:20][C:21]=1[F:22])[CH:17]=O. The catalyst is C(O)C. The product is [CH2:1]([O:3][C:4](=[O:12])[C:5]1[CH:10]=[CH:9][C:8]([N:11]=[CH:17][C:16]2[CH:19]=[CH:20][C:21]([F:22])=[C:14]([Br:13])[CH:15]=2)=[CH:7][CH:6]=1)[CH3:2]. The yield is 0.460. (2) The reactants are [NH2:1][CH2:2][C:3]1[CH:8]=[CH:7][C:6]([CH:9]([CH3:31])[C:10]([NH:12][CH2:13][C:14]2[C:15]([C:24]3[CH:25]=[C:26]([CH3:30])[CH:27]=[CH:28][CH:29]=3)=[N:16][C:17]([C:20]([F:23])([F:22])[F:21])=[CH:18][CH:19]=2)=[O:11])=[CH:5][C:4]=1[Cl:32].[CH3:33][S:34](Cl)(=[O:36])=[O:35]. The catalyst is N1C=CC=CC=1.ClCCl. The product is [Cl:32][C:4]1[CH:5]=[C:6]([CH:9]([CH3:31])[C:10]([NH:12][CH2:13][C:14]2[C:15]([C:24]3[CH:25]=[C:26]([CH3:30])[CH:27]=[CH:28][CH:29]=3)=[N:16][C:17]([C:20]([F:23])([F:21])[F:22])=[CH:18][CH:19]=2)=[O:11])[CH:7]=[CH:8][C:3]=1[CH2:2][NH:1][S:34]([CH3:33])(=[O:36])=[O:35]. The yield is 0.830. (3) The reactants are Cl[C:2]1[N:7]=[C:6]([NH:8][C@H:9]([C:11]2[CH:16]=[CH:15][CH:14]=[CH:13][CH:12]=2)[CH3:10])[CH:5]=[N:4][CH:3]=1.[CH3:17][C:18]1[NH:19][C:20]2[CH:26]=[CH:25][CH:24]=[CH:23][C:21]=2[N:22]=1. No catalyst specified. The product is [CH3:17][C:18]1[N:22]([C:2]2[N:7]=[C:6]([NH:8][C@H:9]([C:11]3[CH:16]=[CH:15][CH:14]=[CH:13][CH:12]=3)[CH3:10])[CH:5]=[N:4][CH:3]=2)[C:21]2[CH:23]=[CH:24][CH:25]=[CH:26][C:20]=2[N:19]=1. The yield is 0.110.